From a dataset of Peptide-MHC class II binding affinity with 134,281 pairs from IEDB. Regression. Given a peptide amino acid sequence and an MHC pseudo amino acid sequence, predict their binding affinity value. This is MHC class II binding data. (1) The peptide sequence is TNDRKWCFEGPEEHE. The MHC is HLA-DQA10501-DQB10302 with pseudo-sequence HLA-DQA10501-DQB10302. The binding affinity (normalized) is 0.317. (2) The peptide sequence is AFKVENGSAAPQLTK. The MHC is HLA-DPA10201-DPB10501 with pseudo-sequence HLA-DPA10201-DPB10501. The binding affinity (normalized) is 0.0411. (3) The peptide sequence is WKPDTVYTSKLQFGA. The MHC is DRB1_1302 with pseudo-sequence DRB1_1302. The binding affinity (normalized) is 0.399.